Dataset: Reaction yield outcomes from USPTO patents with 853,638 reactions. Task: Predict the reaction yield, written as a fraction of the theoretical maximum amount of product (1.0 means a 100% yield; for example, 0.34 means a 34% yield). (1) The reactants are Cl.C(O[C:5]([C:7]1[NH:8][CH:9]=[CH:10][C:11]=1[NH2:12])=[O:6])C.[F:13][C:14]1[CH:15]=[C:16]2[C:20](=[CH:21][CH:22]=1)[NH:19][CH:18]=[C:17]2[CH:23]=O.[BH3-]C#N.[Na+].CCN(CC)CC.C([N:44]=[C:45]=[S:46])(=O)C1C=CC=CC=1. The catalyst is CO. The product is [F:13][C:14]1[CH:15]=[C:16]2[C:20](=[CH:21][CH:22]=1)[NH:19][CH:18]=[C:17]2[CH2:23][N:12]1[C:11]2[CH:10]=[CH:9][NH:8][C:7]=2[C:5](=[O:6])[NH:44][C:45]1=[S:46]. The yield is 0.210. (2) The reactants are [C:1]1([C:7]2[N:12]=[C:11]([NH2:13])[N:10]=[C:9]([NH:14][C:15]3[CH:20]=[CH:19][C:18]([O:21][C:22]4[CH:27]=[CH:26][N:25]=[C:24]([C:28]([F:31])([F:30])[F:29])[CH:23]=4)=[CH:17][CH:16]=3)[CH:8]=2)[CH:6]=[CH:5][CH:4]=[CH:3][CH:2]=1.C1C=C(Cl)C=C(C(OO)=[O:40])C=1. The catalyst is C(Cl)(Cl)Cl. The product is [O-:40][N+:25]1[CH:26]=[CH:27][C:22]([O:21][C:18]2[CH:19]=[CH:20][C:15]([NH:14][C:9]3[CH:8]=[C:7]([C:1]4[CH:2]=[CH:3][CH:4]=[CH:5][CH:6]=4)[N:12]=[C:11]([NH2:13])[N:10]=3)=[CH:16][CH:17]=2)=[CH:23][C:24]=1[C:28]([F:30])([F:29])[F:31]. The yield is 0.110. (3) The product is [F:1][C:2]1[CH:3]=[C:4]([CH:14]([NH:16][C:17]([C:19]2[N:20]=[C:21]([O:36][C:31]3[C:32]4[CH2:33][CH2:34][CH2:35][CH:26]([CH3:25])[C:27]=4[CH:28]=[CH:29][CH:30]=3)[O:22][CH:23]=2)=[O:18])[CH3:15])[CH:5]=[C:6]([F:13])[C:7]=1[NH:8][S:9]([CH3:12])(=[O:11])=[O:10]. No catalyst specified. The yield is 0.920. The reactants are [F:1][C:2]1[CH:3]=[C:4]([CH:14]([NH:16][C:17]([C:19]2[N:20]=[C:21](Cl)[O:22][CH:23]=2)=[O:18])[CH3:15])[CH:5]=[C:6]([F:13])[C:7]=1[NH:8][S:9]([CH3:12])(=[O:11])=[O:10].[CH3:25][CH:26]1[CH2:35][CH2:34][CH2:33][C:32]2[C:31]([OH:36])=[CH:30][CH:29]=[CH:28][C:27]1=2.